From a dataset of Forward reaction prediction with 1.9M reactions from USPTO patents (1976-2016). Predict the product of the given reaction. (1) The product is: [F:22][C:20]1[CH:19]=[C:18]([F:23])[C:17]([CH:2]([C:3]([O:5][CH2:6][CH3:7])=[O:4])[C:1]([O:9][CH2:10][CH3:11])=[O:8])=[C:16]([O:15][CH3:14])[CH:21]=1. Given the reactants [C:1]([O:9][CH2:10][CH3:11])(=[O:8])[CH2:2][C:3]([O:5][CH2:6][CH3:7])=[O:4].[H-].[Na+].[CH3:14][O:15][C:16]1[CH:21]=[C:20]([F:22])[CH:19]=[C:18]([F:23])[C:17]=1Br.Cl, predict the reaction product. (2) Given the reactants [C:1]([C:5]1[CH:6]=[C:7]([NH2:14])[C:8]([O:12][CH3:13])=[C:9]([NH2:11])[CH:10]=1)([CH3:4])([CH3:3])[CH3:2].N1C=CC=CC=1.[N:21]1([S:27](Cl)(=[O:29])=[O:28])[CH2:26][CH2:25][CH2:24][CH2:23][CH2:22]1, predict the reaction product. The product is: [NH2:14][C:7]1[C:8]([O:12][CH3:13])=[C:9]([NH:11][S:27]([N:21]2[CH2:26][CH2:25][CH2:24][CH2:23][CH2:22]2)(=[O:29])=[O:28])[CH:10]=[C:5]([C:1]([CH3:4])([CH3:2])[CH3:3])[CH:6]=1.